Dataset: Reaction yield outcomes from USPTO patents with 853,638 reactions. Task: Predict the reaction yield, written as a fraction of the theoretical maximum amount of product (1.0 means a 100% yield; for example, 0.34 means a 34% yield). (1) The reactants are [CH2:1]([O:8][CH:9]1[CH:13]2[O:14][CH2:15][CH:16]([OH:17])[CH:12]2[O:11][CH2:10]1)[C:2]1[CH:7]=[CH:6][CH:5]=[CH:4][CH:3]=1.O[Na].I[CH3:21]. The catalyst is C(#N)C. The product is [CH2:1]([O:8][CH:9]1[CH2:10][O:11][CH:12]2[CH:16]([O:17][CH3:21])[CH2:15][O:14][CH:13]12)[C:2]1[CH:3]=[CH:4][CH:5]=[CH:6][CH:7]=1. The yield is 0.914. (2) The reactants are C([O:3][C:4]([C:6]1[C:7]([C:12]2[CH:17]=[CH:16][CH:15]=[CH:14][C:13]=2[F:18])=[N:8][O:9][C:10]=1[CH3:11])=O)C.[H-].[Al+3].[Li+].[H-].[H-].[H-].O.[OH-].[Na+]. The catalyst is C1COCC1. The product is [F:18][C:13]1[CH:14]=[CH:15][CH:16]=[CH:17][C:12]=1[C:7]1[C:6]([CH2:4][OH:3])=[C:10]([CH3:11])[O:9][N:8]=1. The yield is 0.570. (3) The reactants are [CH3:1][O:2][CH2:3][CH2:4][O:5][CH2:6][C:7]([C:10]1[CH:15]=[CH:14][C:13]([NH:16][C:17](=[O:19])[CH3:18])=[CH:12][C:11]=1[N+:20]([O-])=O)([CH3:9])[CH3:8]. The catalyst is CO.[Ni]. The product is [NH2:20][C:11]1[CH:12]=[C:13]([NH:16][C:17](=[O:19])[CH3:18])[CH:14]=[CH:15][C:10]=1[C:7]([CH3:9])([CH3:8])[CH2:6][O:5][CH2:4][CH2:3][O:2][CH3:1]. The yield is 0.350. (4) The product is [Cl:8][C:9]1[C:13]([Cl:14])=[C:12]([CH2:15][OH:16])[S:11][N:10]=1. The yield is 0.810. The catalyst is O. The reactants are [BH4-].[Na+].C1COCC1.[Cl:8][C:9]1[C:13]([Cl:14])=[C:12]([C:15](Cl)=[O:16])[S:11][N:10]=1.C(O)(=O)CC(CC(O)=O)(C(O)=O)O. (5) The reactants are Br[C:2]1[CH:3]=[C:4]([C@@:9]([NH:31][S@@:32]([C:34]([CH3:37])([CH3:36])[CH3:35])=[O:33])([C:17]2[CH:22]=[C:21]([O:23][C:24]([F:29])([F:28])[CH:25]([F:27])[F:26])[CH:20]=[C:19]([F:30])[CH:18]=2)[CH2:10][C:11]2[CH:16]=[CH:15][CH:14]=[CH:13][CH:12]=2)[CH:5]=[CH:6][C:7]=1[F:8].[C:38]([O:42][CH3:43])(=[O:41])[CH:39]=[CH2:40].C(P(C(C)(C)C)C(C)(C)C)(C)(C)C.C(=O)([O-])[O-].[Cs+].[Cs+]. The catalyst is CN(C=O)C.C1C=CC(/C=C/C(/C=C/C2C=CC=CC=2)=O)=CC=1.C1C=CC(/C=C/C(/C=C/C2C=CC=CC=2)=O)=CC=1.C1C=CC(/C=C/C(/C=C/C2C=CC=CC=2)=O)=CC=1.[Pd].[Pd]. The product is [CH3:36][C:34]([CH3:37])([S@:32]([NH:31][C@:9]([C:4]1[CH:3]=[CH:2][C:7]([F:8])=[C:6](/[CH:40]=[CH:39]/[C:38]([O:42][CH3:43])=[O:41])[CH:5]=1)([C:17]1[CH:22]=[C:21]([O:23][C:24]([F:29])([F:28])[CH:25]([F:27])[F:26])[CH:20]=[C:19]([F:30])[CH:18]=1)[CH2:10][C:11]1[CH:12]=[CH:13][CH:14]=[CH:15][CH:16]=1)=[O:33])[CH3:35]. The yield is 0.960.